From a dataset of Full USPTO retrosynthesis dataset with 1.9M reactions from patents (1976-2016). Predict the reactants needed to synthesize the given product. (1) Given the product [CH:2]1([NH:8][C:9]2[NH:14][C:13](=[O:15])[CH:12]=[C:11]([C:16]3[C:24]4[C:19](=[N:20][CH:21]=[CH:22][CH:23]=4)[NH:18][CH:17]=3)[N:10]=2)[CH2:3][CH2:4][CH2:5][CH2:6][CH2:7]1, predict the reactants needed to synthesize it. The reactants are: Cl.[CH:2]1([NH:8][C:9]2[NH:14][C:13](=[O:15])[CH:12]=[C:11]([C:16]3[C:24]4[C:19](=[N:20][CH:21]=[CH:22][CH:23]=4)[NH:18][CH:17]=3)[N:10]=2)[CH2:7][CH2:6][CH2:5][CH2:4][CH2:3]1.N. (2) Given the product [CH3:1][O:2][CH2:3][C@H:4]([CH3:24])[O:5][C:6]1[CH:7]=[C:8]([CH:9]=[C:10]([C:12]2[NH:13][C:14]([C:17]3[O:18][C@@H:19]([CH3:22])[CH2:20][N:21]=3)=[CH:15][CH:16]=2)[CH:11]=1)[O:23][C:26]1[CH:31]=[CH:30][C:29]([S:32]([N:35]2[CH2:40][CH2:39][N:38]([CH3:41])[CH2:37][CH2:36]2)(=[O:33])=[O:34])=[CH:28][CH:27]=1, predict the reactants needed to synthesize it. The reactants are: [CH3:1][O:2][CH2:3][C@H:4]([CH3:24])[O:5][C:6]1[CH:7]=[C:8]([OH:23])[CH:9]=[C:10]([C:12]2[NH:13][C:14]([C:17]3[O:18][C@@H:19]([CH3:22])[CH2:20][N:21]=3)=[CH:15][CH:16]=2)[CH:11]=1.F[C:26]1[CH:31]=[CH:30][C:29]([S:32]([N:35]2[CH2:40][CH2:39][N:38]([CH3:41])[CH2:37][CH2:36]2)(=[O:34])=[O:33])=[CH:28][CH:27]=1.C(=O)([O-])[O-].[K+].[K+].O.